Dataset: Full USPTO retrosynthesis dataset with 1.9M reactions from patents (1976-2016). Task: Predict the reactants needed to synthesize the given product. Given the product [CH2:20]([O:19][C:17](=[O:18])[CH2:16][N:11]1[C:10]([C:8]2[CH:7]=[CH:6][C:5]3[O:1][CH2:2][O:3][C:4]=3[CH:9]=2)=[N:14][N:13]=[N:12]1)[CH3:21], predict the reactants needed to synthesize it. The reactants are: [O:1]1[C:5]2[CH:6]=[CH:7][C:8]([C:10]3[NH:14][N:13]=[N:12][N:11]=3)=[CH:9][C:4]=2[O:3][CH2:2]1.Cl[CH2:16][C:17]([O:19][CH2:20][CH3:21])=[O:18].C(=O)([O-])[O-].[K+].[K+].